Dataset: Forward reaction prediction with 1.9M reactions from USPTO patents (1976-2016). Task: Predict the product of the given reaction. Given the reactants [CH2:1]([O:8][N:9]1[C:15](=[O:16])[N:14]2[CH2:17][C@H:10]1[CH2:11][CH2:12][C@@H:13]2[C:18]([OH:20])=O)[C:2]1[CH:7]=[CH:6][CH:5]=[CH:4][CH:3]=1.CCN=C=NCCCN(C)C.Cl.C1[CH:34]=[CH:35][C:36]2N(O)[N:40]=[N:39][C:37]=2C=1.[C:43]([O:47][C:48]([N:50]([C:52]([C@@H]1CCNC1)=O)N)=[O:49])([CH3:46])([CH3:45])[CH3:44].CN(C)C=[O:62], predict the reaction product. The product is: [C:43]([O:47][C:48]([N:50]1[CH2:34][CH2:35][C@@H:36]([C:37]([NH:39][NH:40][C:18]([C@H:13]2[CH2:12][CH2:11][C@@H:10]3[CH2:17][N:14]2[C:15](=[O:16])[N:9]3[O:8][CH2:1][C:2]2[CH:3]=[CH:4][CH:5]=[CH:6][CH:7]=2)=[O:20])=[O:62])[CH2:52]1)=[O:49])([CH3:46])([CH3:45])[CH3:44].